This data is from Forward reaction prediction with 1.9M reactions from USPTO patents (1976-2016). The task is: Predict the product of the given reaction. (1) Given the reactants ClC1C=C(Cl)C=CC=1C1N=C(CC)C(N[C@@H]2C3C(=CC=CC=3)C[C@@H]2OCC)=NC=1CC.[Cl:32][C:33]1[CH:38]=[C:37]([N:39]([CH3:41])[CH3:40])[CH:36]=[CH:35][C:34]=1[C:42]1[N:43]=[C:44]([CH2:61][CH3:62])[C:45]([NH:50][CH:51]2[C:59]3[C:54](=[CH:55][CH:56]=[CH:57][CH:58]=3)[CH2:53][CH:52]2[OH:60])=[N:46][C:47]=1[CH2:48][CH3:49].Br[CH2:64][CH2:65][F:66], predict the reaction product. The product is: [Cl:32][C:33]1[CH:38]=[C:37]([N:39]([CH3:41])[CH3:40])[CH:36]=[CH:35][C:34]=1[C:42]1[N:43]=[C:44]([CH2:61][CH3:62])[C:45]([NH:50][C@@H:51]2[C:59]3[C:54](=[CH:55][CH:56]=[CH:57][CH:58]=3)[CH2:53][C@@H:52]2[O:60][CH2:64][CH2:65][F:66])=[N:46][C:47]=1[CH2:48][CH3:49]. (2) Given the reactants [NH:1]1[CH2:6][CH2:5][CH:4]([S:7]([C:10]2[CH:16]=[CH:15][C:13]([NH2:14])=[CH:12][CH:11]=2)(=[O:9])=[O:8])[CH2:3][CH2:2]1.Br[CH2:18][C:19]1[CH:24]=[CH:23][C:22]([C:25]([OH:34])([C:30]([F:33])([F:32])[F:31])[C:26]([F:29])([F:28])[F:27])=[CH:21][CH:20]=1.C(=O)([O-])[O-].[K+].[K+].CS(C)=O, predict the reaction product. The product is: [NH2:14][C:13]1[CH:15]=[CH:16][C:10]([S:7]([CH:4]2[CH2:3][CH2:2][N:1]([CH2:18][C:19]3[CH:20]=[CH:21][C:22]([C:25]([OH:34])([C:26]([F:27])([F:28])[F:29])[C:30]([F:31])([F:32])[F:33])=[CH:23][CH:24]=3)[CH2:6][CH2:5]2)(=[O:9])=[O:8])=[CH:11][CH:12]=1. (3) Given the reactants [Cl:1][C:2]1[CH:3]=[C:4](/[CH:9]=[CH:10]/[C:11]([N:13]2[CH2:18][CH2:17][N:16]([CH2:19][CH2:20][C:21](O)=[O:22])[C:15](=[O:24])[C@@H:14]2[CH3:25])=[O:12])[CH:5]=[CH:6][C:7]=1[F:8].Cl.[CH2:27]1[C:29]2([CH2:34][CH2:33][NH:32][CH2:31][C@H:30]2[OH:35])[CH2:28]1.CN1CCOCC1.F[P-](F)(F)(F)(F)F.N1(OC(N(C)C)=[N+](C)C)C2N=CC=CC=2N=N1, predict the reaction product. The product is: [Cl:1][C:2]1[CH:3]=[C:4](/[CH:9]=[CH:10]/[C:11]([N:13]2[CH2:18][CH2:17][N:16]([CH2:19][CH2:20][C:21]([N:32]3[CH2:33][CH2:34][C:29]4([CH2:27][CH2:28]4)[C@H:30]([OH:35])[CH2:31]3)=[O:22])[C:15](=[O:24])[C@@H:14]2[CH3:25])=[O:12])[CH:5]=[CH:6][C:7]=1[F:8].